This data is from Catalyst prediction with 721,799 reactions and 888 catalyst types from USPTO. The task is: Predict which catalyst facilitates the given reaction. (1) Reactant: Cl[C:2]1[N:7]=[C:6]([O:8][C:9]2[CH:36]=[CH:35][CH:34]=[CH:33][C:10]=2[CH2:11][NH:12][C:13]([NH:15][C:16]2[N:20]([C:21]3[CH:26]=[CH:25][C:24]([CH3:27])=[CH:23][CH:22]=3)[N:19]=[C:18]([C:28]([CH2:31][CH3:32])([CH3:30])[CH3:29])[CH:17]=2)=[O:14])[CH:5]=[CH:4][N:3]=1.[NH:37]1[CH2:42][CH2:41][O:40][CH2:39][CH2:38]1. The catalyst class is: 8. Product: [O:40]1[CH2:41][CH2:42][N:37]([C:2]2[N:7]=[C:6]([O:8][C:9]3[CH:36]=[CH:35][CH:34]=[CH:33][C:10]=3[CH2:11][NH:12][C:13]([NH:15][C:16]3[N:20]([C:21]4[CH:22]=[CH:23][C:24]([CH3:27])=[CH:25][CH:26]=4)[N:19]=[C:18]([C:28]([CH2:31][CH3:32])([CH3:29])[CH3:30])[CH:17]=3)=[O:14])[CH:5]=[CH:4][N:3]=2)[CH2:38][CH2:39]1. (2) Reactant: [OH:1][CH2:2][C:3]([NH:6][C:7]([C:9]1[C:17]2[C:12](=[N:13][CH:14]=[C:15]([NH:18][C:19]3[CH:20]=[N:21][CH:22]=[CH:23][CH:24]=3)[N:16]=2)[N:11](COCC[Si](C)(C)C)[CH:10]=1)=[O:8])([CH3:5])[CH3:4].FC(F)(F)C(O)=O. Product: [OH:1][CH2:2][C:3]([NH:6][C:7]([C:9]1[C:17]2[C:12](=[N:13][CH:14]=[C:15]([NH:18][C:19]3[CH:20]=[N:21][CH:22]=[CH:23][CH:24]=3)[N:16]=2)[NH:11][CH:10]=1)=[O:8])([CH3:4])[CH3:5]. The catalyst class is: 4. (3) Reactant: [CH2:1]([N:3]1[C:7]([CH3:8])=[C:6]([C:9]2[N:10]([CH3:32])[C:11]3[C:16]([N:17]=2)=[C:15]([NH:18][C@H:19]2[CH2:24][CH2:23][CH2:22][N:21](C(OC(C)(C)C)=O)[CH2:20]2)[N:14]=[CH:13][N:12]=3)[CH:5]=[N:4]1)[CH3:2].C(O)(C(F)(F)F)=O. Product: [CH2:1]([N:3]1[C:7]([CH3:8])=[C:6]([C:9]2[N:10]([CH3:32])[C:11]3[C:16]([N:17]=2)=[C:15]([NH:18][C@H:19]2[CH2:24][CH2:23][CH2:22][NH:21][CH2:20]2)[N:14]=[CH:13][N:12]=3)[CH:5]=[N:4]1)[CH3:2]. The catalyst class is: 2. (4) Reactant: [CH:1]1([S:4]([C:7]2[CH:12]=[CH:11][C:10](/[C:13](=[CH:17]\[CH:18]3[CH2:23][CH2:22][O:21][CH2:20][CH2:19]3)/[C:14]([OH:16])=[O:15])=[CH:9][CH:8]=2)(=[O:6])=[O:5])[CH2:3][CH2:2]1.N#N. Product: [CH:1]1([S:4]([C:7]2[CH:12]=[CH:11][C:10]([C@@H:13]([CH2:17][CH:18]3[CH2:19][CH2:20][O:21][CH2:22][CH2:23]3)[C:14]([OH:16])=[O:15])=[CH:9][CH:8]=2)(=[O:6])=[O:5])[CH2:3][CH2:2]1. The catalyst class is: 442. (5) Product: [F:36][C:2]([F:1])([F:35])[C:3]1[CH:34]=[CH:33][C:6]2[NH:7][C:8]([C:10]3[CH:11]=[CH:12][C:13]([N:16]4[CH2:17][CH2:18][CH:19]([O:22][C:23]5[CH:24]=[C:25]([C:29]([OH:31])=[O:30])[CH:26]=[N:27][CH:28]=5)[CH2:20][CH2:21]4)=[N:14][CH:15]=3)=[N:9][C:5]=2[CH:4]=1. Reactant: [F:1][C:2]([F:36])([F:35])[C:3]1[CH:34]=[CH:33][C:6]2[NH:7][C:8]([C:10]3[CH:11]=[CH:12][C:13]([N:16]4[CH2:21][CH2:20][CH:19]([O:22][C:23]5[CH:24]=[C:25]([C:29]([O:31]C)=[O:30])[CH:26]=[N:27][CH:28]=5)[CH2:18][CH2:17]4)=[N:14][CH:15]=3)=[N:9][C:5]=2[CH:4]=1.O.[OH-].[Li+]. The catalyst class is: 20.